Dataset: Forward reaction prediction with 1.9M reactions from USPTO patents (1976-2016). Task: Predict the product of the given reaction. (1) Given the reactants [Cl:1][CH2:2][CH2:3][O:4][C:5]1[CH:10]=[CH:9][CH:8]=[CH:7][C:6]=1[N+:11]([O-:13])=[O:12].Cl[CH2:15][S:16]([C:19]1[CH:24]=[CH:23][CH:22]=[CH:21][CH:20]=1)(=[O:18])=[O:17].CC(C)([O-])C.[K+].Cl, predict the reaction product. The product is: [C:19]1([S:16]([CH2:15][C:7]2[CH:8]=[CH:9][CH:10]=[C:5]([O:4][CH2:3][CH2:2][Cl:1])[C:6]=2[N+:11]([O-:13])=[O:12])(=[O:18])=[O:17])[CH:24]=[CH:23][CH:22]=[CH:21][CH:20]=1. (2) Given the reactants Br[C:2]1[CH:7]=[CH:6][C:5]([CH2:8][N:9]2[C:14](=[O:15])[C:13]([C:16]([NH:18][CH2:19][C:20]([OH:22])=[O:21])=[O:17])=[C:12]([OH:23])[C:11]([CH:24]([CH3:26])[CH3:25])=[N:10]2)=[CH:4][CH:3]=1.[CH3:27][O:28][C:29]1[CH:34]=[C:33](B(O)O)[CH:32]=[CH:31][N:30]=1.C(=O)([O-])[O-].[K+].[K+].Cl, predict the reaction product. The product is: [OH:23][C:12]1[C:11]([CH:24]([CH3:26])[CH3:25])=[N:10][N:9]([CH2:8][C:5]2[CH:6]=[CH:7][C:2]([C:33]3[CH:32]=[CH:31][N:30]=[C:29]([O:28][CH3:27])[CH:34]=3)=[CH:3][CH:4]=2)[C:14](=[O:15])[C:13]=1[C:16]([NH:18][CH2:19][C:20]([OH:22])=[O:21])=[O:17]. (3) Given the reactants [F:1][C:2]1[CH:3]=[CH:4][CH:5]=[C:6]2[C:11]=1[N:10]=[CH:9][C:8]([O:12][C:13]1[C:14]([C:19]([CH3:23])([CH3:22])[CH:20]=[O:21])=[N:15][CH:16]=[CH:17][CH:18]=1)=[CH:7]2.[CH3:24][Mg]Cl.O, predict the reaction product. The product is: [F:1][C:2]1[CH:3]=[CH:4][CH:5]=[C:6]2[C:11]=1[N:10]=[CH:9][C:8]([O:12][C:13]1[C:14]([C:19]([CH3:23])([CH3:22])[CH:20]([OH:21])[CH3:24])=[N:15][CH:16]=[CH:17][CH:18]=1)=[CH:7]2. (4) Given the reactants Br[C:2]1[CH:3]=[C:4]([C:8]2[N:9]=[C:10]([NH2:13])[NH:11][CH:12]=2)[CH:5]=[CH:6][CH:7]=1.[CH3:14][O:15][C:16]1[C:21](B(O)O)=[CH:20][CH:19]=[CH:18][N:17]=1, predict the reaction product. The product is: [CH3:14][O:15][C:16]1[C:21]([C:2]2[CH:3]=[C:4]([C:8]3[N:9]=[C:10]([NH2:13])[NH:11][CH:12]=3)[CH:5]=[CH:6][CH:7]=2)=[CH:20][CH:19]=[CH:18][N:17]=1. (5) The product is: [CH3:18][O:19][C:20]1[CH:26]=[CH:25][C:24]([O:27][CH3:28])=[CH:23][C:21]=1[NH:22][C:2]1[CH:7]=[C:6]([CH2:8][O:9][CH3:10])[N:5]=[C:4]([C:11]2[CH:16]=[CH:15][CH:14]=[C:13]([CH3:17])[CH:12]=2)[N:3]=1. Given the reactants Cl[C:2]1[CH:7]=[C:6]([CH2:8][O:9][CH3:10])[N:5]=[C:4]([C:11]2[CH:16]=[CH:15][CH:14]=[C:13]([CH3:17])[CH:12]=2)[N:3]=1.[CH3:18][O:19][C:20]1[CH:26]=[CH:25][C:24]([O:27][CH3:28])=[CH:23][C:21]=1[NH2:22], predict the reaction product. (6) Given the reactants [C:1]1([NH:7][CH2:8][CH2:9][OH:10])[CH:6]=[CH:5][CH:4]=[CH:3][CH:2]=1.[CH2:11]=O, predict the reaction product. The product is: [C:1]1([N:7]2[CH2:8][CH2:9][O:10][CH2:11]2)[CH:6]=[CH:5][CH:4]=[CH:3][CH:2]=1.